From a dataset of Merck oncology drug combination screen with 23,052 pairs across 39 cell lines. Regression. Given two drug SMILES strings and cell line genomic features, predict the synergy score measuring deviation from expected non-interaction effect. Drug 1: NC(=O)c1cccc2cn(-c3ccc(C4CCCNC4)cc3)nc12. Drug 2: Cn1c(=O)n(-c2ccc(C(C)(C)C#N)cc2)c2c3cc(-c4cnc5ccccc5c4)ccc3ncc21. Cell line: ES2. Synergy scores: synergy=7.68.